The task is: Predict the reactants needed to synthesize the given product.. This data is from Full USPTO retrosynthesis dataset with 1.9M reactions from patents (1976-2016). (1) Given the product [NH2:1][CH2:2][CH2:3][NH:4][CH2:5][CH2:6][NH:7][C:8]1[N:13]=[C:12]([O:14][CH2:15][C:16]([F:18])([F:19])[F:17])[N:11]=[C:10]([NH:20][C:21]2[CH:22]=[CH:23][C:24]([C:25]([OH:27])=[O:26])=[CH:29][CH:30]=2)[N:9]=1, predict the reactants needed to synthesize it. The reactants are: [NH2:1][CH2:2][CH2:3][NH:4][CH2:5][CH2:6][NH:7][C:8]1[N:13]=[C:12]([O:14][CH2:15][C:16]([F:19])([F:18])[F:17])[N:11]=[C:10]([NH:20][C:21]2[CH:30]=[CH:29][C:24]([C:25]([O:27]C)=[O:26])=[CH:23][CH:22]=2)[N:9]=1.C(=O)([O-])[O-].[K+].[K+].Cl. (2) Given the product [NH:13]1[CH2:14][CH2:15][CH2:16][C@@H:12]1[CH2:10][C:3]1[C:4]2=[N:5][CH:6]=[CH:7][CH:8]=[C:9]2[NH:1][CH:2]=1, predict the reactants needed to synthesize it. The reactants are: [NH:1]1[C:9]2[C:4](=[N:5][CH:6]=[CH:7][CH:8]=2)[C:3]([C:10]([C@H:12]2[CH2:16][CH2:15][CH2:14][N:13]2C(OCC)=O)=O)=[CH:2]1.[H-].[Al+3].[Li+].[H-].[H-].[H-]. (3) Given the product [NH2:24][C@@:23]([C:18]1[CH:17]=[CH:16][C:15]2[C:20](=[CH:21][CH:22]=[C:13]([O:12][CH:9]3[CH2:10][CH2:11][CH:6]([CH:1]4[CH2:5][CH2:4][CH2:3][CH2:2]4)[CH2:7][CH2:8]3)[CH:14]=2)[CH:19]=1)([CH3:29])[CH2:27][OH:26], predict the reactants needed to synthesize it. The reactants are: [CH:1]1([CH:6]2[CH2:11][CH2:10][CH:9]([O:12][C:13]3[CH:14]=[C:15]4[C:20](=[CH:21][CH:22]=3)[CH:19]=[C:18]([C@:23]3([CH3:29])[CH2:27][O:26]C(=O)[NH:24]3)[CH:17]=[CH:16]4)[CH2:8][CH2:7]2)[CH2:5][CH2:4][CH2:3][CH2:2]1.C(O)C.O.[OH-].[Li+].O. (4) Given the product [Br:1][C:2]1[CH:3]=[C:4]([NH:5][C:11]2[N:16]=[C:15]([C:17]([F:20])([F:19])[F:18])[CH:14]=[CH:13][N:12]=2)[CH:6]=[CH:7][C:8]=1[F:9], predict the reactants needed to synthesize it. The reactants are: [Br:1][C:2]1[CH:3]=[C:4]([CH:6]=[CH:7][C:8]=1[F:9])[NH2:5].Cl[C:11]1[N:16]=[C:15]([C:17]([F:20])([F:19])[F:18])[CH:14]=[CH:13][N:12]=1.O1CCOCC1.CC1C=CC(S(O)(=O)=O)=CC=1. (5) Given the product [CH2:28]([C@H:20]1[CH2:19][C@H:18]([C:15]2[CH:16]=[CH:17][C:12]([F:11])=[C:13]([CH3:24])[CH:14]=2)[O:22][C:21]1=[O:23])[CH:27]=[CH2:26], predict the reactants needed to synthesize it. The reactants are: C[Si]([N-][Si](C)(C)C)(C)C.[Li+].[F:11][C:12]1[CH:17]=[CH:16][C:15]([C@@H:18]2[O:22][C:21](=[O:23])[CH2:20][CH2:19]2)=[CH:14][C:13]=1[CH3:24].Br[CH2:26][CH:27]=[CH:28]C.CN(P(N(C)C)(N(C)C)=O)C.